From a dataset of Reaction yield outcomes from USPTO patents with 853,638 reactions. Predict the reaction yield, written as a fraction of the theoretical maximum amount of product (1.0 means a 100% yield; for example, 0.34 means a 34% yield). (1) The reactants are Cl[C:2]([O:4][CH2:5][CH:6]([CH3:8])[CH3:7])=[O:3].FC(F)(F)C(O)=O.[NH2:16][CH2:17][CH2:18][CH2:19][O:20][C:21]1[CH:30]=[C:29]2[C:24]([C:25]([NH:31][C:32]3[CH:37]=[CH:36][C:35]([Cl:38])=[CH:34][C:33]=3[F:39])=[N:26][CH:27]=[N:28]2)=[CH:23][C:22]=1[O:40][CH3:41].C(N(CC)CC)C. The catalyst is C1COCC1. The product is [Cl:38][C:35]1[CH:36]=[CH:37][C:32]([NH:31][C:25]2[C:24]3[C:29](=[CH:30][C:21]([O:20][CH2:19][CH2:18][CH2:17][NH:16][C:2]([O:4][CH2:5][CH:6]([CH3:8])[CH3:7])=[O:3])=[C:22]([O:40][CH3:41])[CH:23]=3)[N:28]=[CH:27][N:26]=2)=[C:33]([F:39])[CH:34]=1. The yield is 0.200. (2) The reactants are Br[C:2]1[C:7](=[O:8])[N:6]([CH2:9][C:10]2[CH:15]=[CH:14][C:13]([C:16]3[C:17]([C:22]#[N:23])=[CH:18][CH:19]=[CH:20][CH:21]=3)=[CH:12][CH:11]=2)[C:5]([CH2:24][CH2:25][CH3:26])=[N:4][C:3]=1[CH2:27][CH3:28].[CH:29]1(B(O)O)[CH2:31][CH2:30]1.P([O-])([O-])([O-])=O.[K+].[K+].[K+].C1(P(C2CCCCC2)C2CCCCC2)CCCCC1. The catalyst is C1(C)C=CC=CC=1.O.C(OCC)(=O)C.C([O-])(=O)C.[Pd+2].C([O-])(=O)C. The product is [CH:29]1([C:2]2[C:7](=[O:8])[N:6]([CH2:9][C:10]3[CH:15]=[CH:14][C:13]([C:16]4[C:17]([C:22]#[N:23])=[CH:18][CH:19]=[CH:20][CH:21]=4)=[CH:12][CH:11]=3)[C:5]([CH2:24][CH2:25][CH3:26])=[N:4][C:3]=2[CH2:27][CH3:28])[CH2:31][CH2:30]1. The yield is 0.870. (3) The reactants are Br[C:2]1[S:6][C:5]([CH:7]=[O:8])=[CH:4][C:3]=1[C:9]1[C:10]([F:15])=[N:11][CH:12]=[CH:13][CH:14]=1.C(=O)([O-])[O-].[K+].[K+].S[C:23]1[CH:28]=[CH:27][CH:26]=[CH:25][N:24]=1.O. The catalyst is CN(C)C=O. The product is [F:15][C:10]1[C:9]([C:3]2[CH:4]=[C:5]([CH:7]=[O:8])[S:6][C:2]=2[C:23]2[CH:28]=[CH:27][CH:26]=[CH:25][N:24]=2)=[CH:14][CH:13]=[CH:12][N:11]=1. The yield is 0.850. (4) The reactants are [Br:1][C:2]1[CH:3]=[C:4]([Br:19])[C:5]2[O:9][C:8]([C:10]3[CH:15]=[CH:14][C:13]([O:16]C)=[CH:12][CH:11]=3)=[CH:7][C:6]=2[CH:18]=1.Cl.N1C=CC=CC=1. The catalyst is O. The product is [Br:1][C:2]1[CH:3]=[C:4]([Br:19])[C:5]2[O:9][C:8]([C:10]3[CH:11]=[CH:12][C:13]([OH:16])=[CH:14][CH:15]=3)=[CH:7][C:6]=2[CH:18]=1. The yield is 0.180. (5) The reactants are [CH:1]([C:3]1[CH:4]=[C:5]2[C:9](=[CH:10][CH:11]=1)[NH:8][CH:7]=[CH:6]2)=O.[Cl:12][C:13]1[CH:18]=[CH:17][C:16]([S:19]([CH2:22][C:23]#[N:24])(=[O:21])=[O:20])=[CH:15][CH:14]=1. The catalyst is C(O)C.N1CCCCC1. The product is [Cl:12][C:13]1[CH:14]=[CH:15][C:16]([S:19]([C:22](=[CH:1][C:3]2[CH:4]=[C:5]3[C:9](=[CH:10][CH:11]=2)[NH:8][CH:7]=[CH:6]3)[C:23]#[N:24])(=[O:20])=[O:21])=[CH:17][CH:18]=1. The yield is 0.880. (6) The catalyst is C1COCC1. The yield is 0.840. The product is [CH3:1][O:2][C:3]1[CH:8]=[CH:7][N:6]=[C:5]([C:9]2[N:13]3[CH2:14][C@H:15]([CH3:19])[NH:16][C:17](=[S:29])[C:12]3=[N:11][N:10]=2)[CH:4]=1. The reactants are [CH3:1][O:2][C:3]1[CH:8]=[CH:7][N:6]=[C:5]([C:9]2[N:13]3[CH2:14][C@H:15]([CH3:19])[NH:16][C:17](=O)[C:12]3=[N:11][N:10]=2)[CH:4]=1.COC1C=CC(P2(SP(C3C=CC(OC)=CC=3)(=S)S2)=[S:29])=CC=1. (7) The reactants are [NH2:1][C:2]1[C:3]([C:7]([O:9][CH3:10])=[O:8])=[N:4][NH:5][CH:6]=1.[N:11]1[CH:16]=[CH:15][CH:14]=[CH:13][C:12]=1[C:17](O)=[O:18].C1C=CC2N(O)N=NC=2C=1.CCN=C=NCCCN(C)C. The catalyst is CN(C=O)C.O. The product is [N:11]1[CH:16]=[CH:15][CH:14]=[CH:13][C:12]=1[C:17]([NH:1][C:2]1[C:3]([C:7]([O:9][CH3:10])=[O:8])=[N:4][NH:5][CH:6]=1)=[O:18]. The yield is 0.580. (8) The product is [N:8]([CH2:7][CH2:6][CH2:5][CH2:4][CH2:3][C:2]([CH3:1])([C:17]1[CH:18]=[CH:19][CH:20]=[CH:21][CH:22]=1)[CH2:9][O:10][CH:11]1[CH2:16][CH2:15][CH2:14][CH2:13][O:12]1)=[C:31]=[O:33]. The yield is 0.940. The catalyst is C(Cl)Cl. The reactants are [CH3:1][C:2]([C:17]1[CH:22]=[CH:21][CH:20]=[CH:19][CH:18]=1)([CH2:9][O:10][CH:11]1[CH2:16][CH2:15][CH2:14][CH2:13][O:12]1)[CH2:3][CH2:4][CH2:5][CH2:6][CH2:7][NH2:8].CCN(CC)CC.Cl[C:31](Cl)([O:33]C(=O)OC(Cl)(Cl)Cl)Cl. (9) The reactants are Cl[C:2]1[N:7]=[CH:6][C:5]([N:8]([CH3:22])[C:9](=[O:21])[C:10]([C:13]2[CH:18]=[C:17]([Cl:19])[CH:16]=[C:15]([Cl:20])[CH:14]=2)([CH3:12])[CH3:11])=[C:4]([C:23]2[CH:28]=[CH:27][CH:26]=[CH:25][C:24]=2[Cl:29])[CH:3]=1.[NH:30]1[CH2:36][CH2:35][CH2:34][C@H:31]1[CH2:32][OH:33].CS(C)=O. The catalyst is C([O-])(O)=O.[Na+]. The product is [Cl:29][C:24]1[CH:25]=[CH:26][CH:27]=[CH:28][C:23]=1[C:4]1[CH:3]=[C:2]([N:30]2[CH2:36][CH2:35][CH2:34][C@H:31]2[CH2:32][OH:33])[N:7]=[CH:6][C:5]=1[N:8]([CH3:22])[C:9](=[O:21])[C:10]([C:13]1[CH:14]=[C:15]([Cl:20])[CH:16]=[C:17]([Cl:19])[CH:18]=1)([CH3:11])[CH3:12]. The yield is 0.870. (10) The reactants are [CH3:1][O:2][C:3]1[CH:8]=[C:7]([N+:9]([O-:11])=[O:10])[CH:6]=[CH:5][C:4]=1[OH:12].Br[CH2:14][CH2:15][Cl:16].C(=O)([O-])[O-].[K+].[K+]. The catalyst is CN(C=O)C. The product is [Cl:16][CH2:15][CH2:14][O:12][C:4]1[CH:5]=[CH:6][C:7]([N+:9]([O-:11])=[O:10])=[CH:8][C:3]=1[O:2][CH3:1]. The yield is 0.560.